From a dataset of NCI-60 drug combinations with 297,098 pairs across 59 cell lines. Regression. Given two drug SMILES strings and cell line genomic features, predict the synergy score measuring deviation from expected non-interaction effect. (1) Drug 1: CC=C1C(=O)NC(C(=O)OC2CC(=O)NC(C(=O)NC(CSSCCC=C2)C(=O)N1)C(C)C)C(C)C. Drug 2: CCCCC(=O)OCC(=O)C1(CC(C2=C(C1)C(=C3C(=C2O)C(=O)C4=C(C3=O)C=CC=C4OC)O)OC5CC(C(C(O5)C)O)NC(=O)C(F)(F)F)O. Cell line: HOP-62. Synergy scores: CSS=23.5, Synergy_ZIP=10.6, Synergy_Bliss=13.1, Synergy_Loewe=12.0, Synergy_HSA=11.6. (2) Cell line: NCI-H460. Drug 1: CCCCCOC(=O)NC1=NC(=O)N(C=C1F)C2C(C(C(O2)C)O)O. Drug 2: CS(=O)(=O)OCCCCOS(=O)(=O)C. Synergy scores: CSS=26.6, Synergy_ZIP=-7.39, Synergy_Bliss=-1.54, Synergy_Loewe=-5.53, Synergy_HSA=0.174. (3) Drug 1: CNC(=O)C1=CC=CC=C1SC2=CC3=C(C=C2)C(=NN3)C=CC4=CC=CC=N4. Drug 2: C1CCC(CC1)NC(=O)N(CCCl)N=O. Cell line: BT-549. Synergy scores: CSS=7.31, Synergy_ZIP=-4.73, Synergy_Bliss=3.11, Synergy_Loewe=1.21, Synergy_HSA=1.35. (4) Drug 1: CS(=O)(=O)OCCCCOS(=O)(=O)C. Drug 2: CC(C)NC(=O)C1=CC=C(C=C1)CNNC.Cl. Cell line: HOP-92. Synergy scores: CSS=9.20, Synergy_ZIP=-2.12, Synergy_Bliss=1.70, Synergy_Loewe=-1.59, Synergy_HSA=1.25. (5) Synergy scores: CSS=9.01, Synergy_ZIP=-5.01, Synergy_Bliss=-1.63, Synergy_Loewe=-15.6, Synergy_HSA=-2.81. Drug 2: CC12CCC3C(C1CCC2O)C(CC4=C3C=CC(=C4)O)CCCCCCCCCS(=O)CCCC(C(F)(F)F)(F)F. Drug 1: COC1=CC(=CC(=C1O)OC)C2C3C(COC3=O)C(C4=CC5=C(C=C24)OCO5)OC6C(C(C7C(O6)COC(O7)C8=CC=CS8)O)O. Cell line: OVCAR3. (6) Drug 1: CC1C(C(CC(O1)OC2CC(OC(C2O)C)OC3=CC4=CC5=C(C(=O)C(C(C5)C(C(=O)C(C(C)O)O)OC)OC6CC(C(C(O6)C)O)OC7CC(C(C(O7)C)O)OC8CC(C(C(O8)C)O)(C)O)C(=C4C(=C3C)O)O)O)O. Drug 2: C1=NC2=C(N1)C(=S)N=CN2. Cell line: NCI-H322M. Synergy scores: CSS=60.8, Synergy_ZIP=0.00357, Synergy_Bliss=0.901, Synergy_Loewe=0.944, Synergy_HSA=2.31. (7) Drug 2: CC=C1C(=O)NC(C(=O)OC2CC(=O)NC(C(=O)NC(CSSCCC=C2)C(=O)N1)C(C)C)C(C)C. Cell line: T-47D. Drug 1: CCCCCOC(=O)NC1=NC(=O)N(C=C1F)C2C(C(C(O2)C)O)O. Synergy scores: CSS=6.95, Synergy_ZIP=-5.17, Synergy_Bliss=-5.12, Synergy_Loewe=-31.3, Synergy_HSA=-6.99.